This data is from Reaction yield outcomes from USPTO patents with 853,638 reactions. The task is: Predict the reaction yield, written as a fraction of the theoretical maximum amount of product (1.0 means a 100% yield; for example, 0.34 means a 34% yield). (1) The reactants are [OH:1][NH:2][C:3]([C:5]1[CH:44]=[CH:43][C:8]([CH2:9][N:10]([CH2:35][C:36]([O:38][C:39]([CH3:42])([CH3:41])[CH3:40])=[O:37])[C:11](=[O:34])[C:12]2[CH:17]=[CH:16][C:15]([NH:18][C:19](=[O:33])[CH2:20][C:21]3[CH:26]=[CH:25][C:24]([O:27][CH3:28])=[CH:23][C:22]=3[C:29]([F:32])([F:31])[F:30])=[CH:14][CH:13]=2)=[CH:7][CH:6]=1)=[NH:4].CCN(C(C)C)C(C)C.[CH3:54][C:55]1[CH:60]=[CH:59][C:58]([C:61]2[CH:66]=[CH:65][C:64]([C:67](Cl)=O)=[CH:63][CH:62]=2)=[CH:57][CH:56]=1. The catalyst is O1CCOCC1.C([O-])(O)=O.[Na+]. The product is [CH3:28][O:27][C:24]1[CH:25]=[CH:26][C:21]([CH2:20][C:19]([NH:18][C:15]2[CH:16]=[CH:17][C:12]([C:11]([N:10]([CH2:35][C:36]([O:38][C:39]([CH3:41])([CH3:40])[CH3:42])=[O:37])[CH2:9][C:8]3[CH:7]=[CH:6][C:5]([C:3]4[N:4]=[C:54]([C:55]5[CH:60]=[CH:59][C:58]([C:61]6[CH:66]=[CH:65][C:64]([CH3:67])=[CH:63][CH:62]=6)=[CH:57][CH:56]=5)[O:1][N:2]=4)=[CH:44][CH:43]=3)=[O:34])=[CH:13][CH:14]=2)=[O:33])=[C:22]([C:29]([F:31])([F:30])[F:32])[CH:23]=1. The yield is 0.400. (2) The reactants are [C:1]([O:5][C:6]([N:8]1[CH2:12][CH:11](O)[CH:10]([N:14]2[CH2:18][CH2:17][CH2:16][CH2:15]2)[CH2:9]1)=[O:7])([CH3:4])([CH3:3])[CH3:2].C(N(S(F)(F)[F:25])CC)C. The catalyst is ClCCl. The product is [C:1]([O:5][C:6]([N:8]1[CH2:12][C@H:11]([F:25])[C@H:10]([N:14]2[CH2:18][CH2:17][CH2:16][CH2:15]2)[CH2:9]1)=[O:7])([CH3:4])([CH3:3])[CH3:2]. The yield is 0.890. (3) The reactants are [F:1][C:2]([F:18])([F:17])[C:3]1[O:7][N:6]=[C:5]([C:8]2[CH:9]=[C:10]([CH:14]=[CH:15][CH:16]=2)[C:11]([OH:13])=O)[N:4]=1.Cl.[CH3:20][CH:21]1[CH2:26][NH:25][CH2:24][CH2:23][N:22]1[C:27]1[CH:34]=[CH:33][C:30]([C:31]#[N:32])=[CH:29][N:28]=1. No catalyst specified. The product is [CH3:20][CH:21]1[CH2:26][N:25]([C:11](=[O:13])[C:10]2[CH:14]=[CH:15][CH:16]=[C:8]([C:5]3[N:4]=[C:3]([C:2]([F:1])([F:18])[F:17])[O:7][N:6]=3)[CH:9]=2)[CH2:24][CH2:23][N:22]1[C:27]1[CH:34]=[CH:33][C:30]([C:31]#[N:32])=[CH:29][N:28]=1. The yield is 0.430. (4) The reactants are CC[N:3]([CH:7]([CH3:9])[CH3:8])C(C)C.BrCC(C1[CH:19]=[CH:18][C:17]([Br:20])=[CH:16][CH:15]=1)=O.[C:21]([O:25][C:26]([N:28]1[C@H:33]([C:34](O)=O)[CH2:32][C@@H:31]2[C@H:29]1[CH2:30]2)=[O:27])([CH3:24])([CH3:23])[CH3:22].C([O-])(=O)C.[NH4+:41]. The catalyst is CC#N. The product is [Br:20][C:17]1[CH:18]=[CH:19][C:9]([C:7]2[NH:3][C:34]([C@@H:33]3[CH2:32][C@@H:31]4[C@@H:29]([CH2:30]4)[N:28]3[C:26]([O:25][C:21]([CH3:24])([CH3:23])[CH3:22])=[O:27])=[N:41][CH:8]=2)=[CH:15][CH:16]=1. The yield is 0.888. (5) The reactants are [C:1]([O:5][C:6]([CH:8]1[CH2:16][CH:15]2[CH:10]([CH2:11][CH2:12][CH2:13][CH2:14]2)[N:9]1[C:17](=[O:34])[CH:18]([NH:23]C(OCC1C=CC=CC=1)=O)[C:19]([CH3:22])([CH3:21])[CH3:20])=[O:7])([CH3:4])([CH3:3])[CH3:2]. The catalyst is CCO.[OH-].[OH-].[Pd+2]. The product is [C:1]([O:5][C:6]([CH:8]1[CH2:16][CH:15]2[CH:10]([CH2:11][CH2:12][CH2:13][CH2:14]2)[N:9]1[C:17](=[O:34])[CH:18]([NH2:23])[C:19]([CH3:22])([CH3:21])[CH3:20])=[O:7])([CH3:4])([CH3:2])[CH3:3]. The yield is 1.00. (6) The yield is 0.780. The reactants are CC([O:5][CH2:6][C:7]1[C:11]([C:12]([O:14][CH3:15])=[O:13])=[C:10]([CH:16]([CH3:18])[CH3:17])[O:9][N:8]=1)(C)C.FC(F)(F)C(O)=O. The product is [OH:5][CH2:6][C:7]1[C:11]([C:12]([O:14][CH3:15])=[O:13])=[C:10]([CH:16]([CH3:18])[CH3:17])[O:9][N:8]=1. The catalyst is ClCCl. (7) The reactants are CC(C)([O-])C.[K+].[C:7]1([CH:13]2[CH2:18][NH:17][C:16](=[O:19])[CH2:15][CH2:14]2)[CH:12]=[CH:11][CH:10]=[CH:9][CH:8]=1.Br[CH:21]([CH2:27][CH3:28])[C:22]([O:24][CH2:25][CH3:26])=[O:23].C(OCC)(=O)C. The catalyst is C1(C)C=CC=CC=1. The product is [O:19]=[C:16]1[CH2:15][CH2:14][CH:13]([C:7]2[CH:8]=[CH:9][CH:10]=[CH:11][CH:12]=2)[CH2:18][N:17]1[CH:21]([CH2:27][CH3:28])[C:22]([O:24][CH2:25][CH3:26])=[O:23]. The yield is 0.704. (8) The reactants are [F:1][C:2]1[CH:3]=[C:4]([C:13]2[CH:18]=[CH:17][CH:16]=[CH:15][C:14]=2[CH3:19])[C:5]2[O:9][CH:8]([CH2:10][NH2:11])[CH2:7][C:6]=2[CH:12]=1.C(N(C(C)C)CC)(C)C.Cl[C:30]([O:32][CH2:33][C:34]1[CH:39]=[CH:38][CH:37]=[CH:36][CH:35]=1)=[O:31].C(OC(=O)NCC1CC2C=CC=C(C3CCCC3)C=2O1)C1C=CC=CC=1. No catalyst specified. The product is [CH2:33]([O:32][C:30](=[O:31])[NH:11][CH2:10][CH:8]1[CH2:7][C:6]2[CH:12]=[C:2]([F:1])[CH:3]=[C:4]([C:13]3[CH:18]=[CH:17][CH:16]=[CH:15][C:14]=3[CH3:19])[C:5]=2[O:9]1)[C:34]1[CH:39]=[CH:38][CH:37]=[CH:36][CH:35]=1. The yield is 0.920. (9) The reactants are [CH3:1][CH:2]1[NH:7][CH:6]([CH3:8])[CH2:5][N:4]([C:9]2[C:13]([O:14][CH2:15][C:16]3[CH:21]=[CH:20][N:19]=[CH:18][CH:17]=3)=[N:12][S:11][N:10]=2)[CH2:3]1.ClCCl.C(N(CC)CC)C.[N:32]([C:35]1[CH:40]=[C:39]([C:41]([F:44])([F:43])[F:42])[CH:38]=[C:37]([C:45]([F:48])([F:47])[F:46])[CH:36]=1)=[C:33]=[O:34]. The catalyst is CCOC(C)=O. The product is [F:42][C:41]([F:43])([F:44])[C:39]1[CH:40]=[C:35]([NH:32][C:33]([N:7]2[CH:6]([CH3:8])[CH2:5][N:4]([C:9]3[C:13]([O:14][CH2:15][C:16]4[CH:21]=[CH:20][N:19]=[CH:18][CH:17]=4)=[N:12][S:11][N:10]=3)[CH2:3][CH:2]2[CH3:1])=[O:34])[CH:36]=[C:37]([C:45]([F:48])([F:46])[F:47])[CH:38]=1. The yield is 0.330.